From a dataset of Catalyst prediction with 721,799 reactions and 888 catalyst types from USPTO. Predict which catalyst facilitates the given reaction. (1) Reactant: [F:1][C:2]([F:16])([C:8]1(O)[CH2:13][CH2:12][CH:11]([F:14])[CH2:10][CH2:9]1)[C:3]([O:5][CH2:6][CH3:7])=[O:4].S(Cl)(Cl)=O.C(=O)(O)[O-].[Na+]. Product: [F:1][C:2]([F:16])([C:8]1[CH2:13][CH2:12][CH:11]([F:14])[CH2:10][CH:9]=1)[C:3]([O:5][CH2:6][CH3:7])=[O:4]. The catalyst class is: 228. (2) Reactant: [F:1][C:2]([F:13])([F:12])[C:3]1[N:8]=[CH:7][C:6]([CH:9](O)[CH3:10])=[CH:5][CH:4]=1.O=S(Cl)[Cl:16]. Product: [Cl:16][CH:9]([C:6]1[CH:5]=[CH:4][C:3]([C:2]([F:13])([F:12])[F:1])=[N:8][CH:7]=1)[CH3:10]. The catalyst class is: 4. (3) Reactant: [NH:1]1[CH:5]=[C:4]([C:6]([O:8][CH3:9])=[O:7])[N:3]=[CH:2]1.C([O-])([O-])=O.[K+].[K+].[CH3:16][Si:17]([CH2:20][CH2:21][O:22][CH2:23]Cl)([CH3:19])[CH3:18]. Product: [CH3:16][Si:17]([CH3:19])([CH3:18])[CH2:20][CH2:21][O:22][CH2:23][N:1]1[CH:5]=[C:4]([C:6]([O:8][CH3:9])=[O:7])[N:3]=[CH:2]1. The catalyst class is: 3. (4) Reactant: CC1(C)C(C)(C)OB([C:9]2[CH:10]=[C:11]3[C:15](=[CH:16][CH:17]=2)[CH2:14][C@H:13]([NH:18][S:19]([CH:22]([CH3:24])[CH3:23])(=[O:21])=[O:20])[CH2:12]3)O1.Br[C:27]1[CH:32]=[CH:31][CH:30]=[C:29]([C:33]([F:36])([F:35])[F:34])[N:28]=1.C([O-])([O-])=O.[Na+].[Na+]. Product: [F:34][C:33]([F:36])([F:35])[C:29]1[N:28]=[C:27]([C:9]2[CH:10]=[C:11]3[C:15](=[CH:16][CH:17]=2)[CH2:14][C@H:13]([NH:18][S:19]([CH:22]([CH3:23])[CH3:24])(=[O:20])=[O:21])[CH2:12]3)[CH:32]=[CH:31][CH:30]=1. The catalyst class is: 70. (5) Reactant: Cl[C:2]1[CH:3]=[C:4]([NH:22][C:23]([NH:25][C:26]2[C:31]([CH3:32])=[CH:30][C:29]([CH3:33])=[CH:28][C:27]=2[CH3:34])=[O:24])[C:5]([C:8]([NH:10][C@@H:11]([CH:16]2[CH2:21][CH2:20][CH2:19][CH2:18][CH2:17]2)[C:12]([O:14]C)=[O:13])=[O:9])=[N:6][CH:7]=1.[C:35]1(B(O)O)[CH:40]=[CH:39][CH:38]=[CH:37][CH:36]=1.C([O-])([O-])=O.[Na+].[Na+].[Li+].[OH-].Cl. Product: [CH:16]1([C@H:11]([NH:10][C:8]([C:5]2[C:4]([NH:22][C:23]([NH:25][C:26]3[C:31]([CH3:32])=[CH:30][C:29]([CH3:33])=[CH:28][C:27]=3[CH3:34])=[O:24])=[CH:3][C:2]([C:35]3[CH:40]=[CH:39][CH:38]=[CH:37][CH:36]=3)=[CH:7][N:6]=2)=[O:9])[C:12]([OH:14])=[O:13])[CH2:21][CH2:20][CH2:19][CH2:18][CH2:17]1. The catalyst class is: 23. (6) Reactant: [CH3:1][C:2]1[N:7]=[C:6]([C:8]([OH:10])=O)[C:5]([O:11][CH2:12][CH2:13][CH3:14])=[CH:4][CH:3]=1.CN(C(ON1N=NC2C=CC=CC1=2)=[N+](C)C)C.[B-](F)(F)(F)F.CCN(C(C)C)C(C)C.[CH3:46][C:47]1[C:48]2[N:49]([CH:53]=[C:54]([CH2:56][C@@H:57]3[CH2:62][CH2:61][CH2:60][CH2:59][NH:58]3)[N:55]=2)[CH:50]=[CH:51][CH:52]=1. Product: [CH3:46][C:47]1[C:48]2[N:49]([CH:53]=[C:54]([CH2:56][C@@H:57]3[CH2:62][CH2:61][CH2:60][CH2:59][N:58]3[C:8]([C:6]3[C:5]([O:11][CH2:12][CH2:13][CH3:14])=[CH:4][CH:3]=[C:2]([CH3:1])[N:7]=3)=[O:10])[N:55]=2)[CH:50]=[CH:51][CH:52]=1. The catalyst class is: 3. (7) Reactant: Br.[C:2]1([C:8]([C:10]2[N:11]=[C:12]3[CH:17]=[CH:16][C:15]([C:18]([F:21])([F:20])[F:19])=[CH:14][N:13]3[CH:22]=2)=[O:9])[CH:7]=[CH:6][CH:5]=[CH:4][CH:3]=1. Product: [C:2]1([C:8]([C:10]2[N:11]=[C:12]3[CH:17]=[CH:16][C:15]([C:18]([F:21])([F:19])[F:20])=[CH:14][N:13]3[CH:22]=2)=[O:9])[CH:7]=[CH:6][CH:5]=[CH:4][CH:3]=1. The catalyst class is: 8.